This data is from Reaction yield outcomes from USPTO patents with 853,638 reactions. The task is: Predict the reaction yield, written as a fraction of the theoretical maximum amount of product (1.0 means a 100% yield; for example, 0.34 means a 34% yield). The product is [Br:1][C:2]1[CH:3]=[C:4]([NH:21][CH:22]2[CH2:27][CH2:26][CH:25]([OH:28])[CH2:24][CH2:23]2)[C:5]([C:6]#[N:7])=[C:8]([F:10])[CH:9]=1. The catalyst is CS(C)=O. The yield is 0.900. The reactants are [Br:1][C:2]1[CH:9]=[C:8]([F:10])[C:5]([C:6]#[N:7])=[C:4](F)[CH:3]=1.CCN(C(C)C)C(C)C.[NH2:21][CH:22]1[CH2:27][CH2:26][CH:25]([OH:28])[CH2:24][CH2:23]1.O.